Dataset: Full USPTO retrosynthesis dataset with 1.9M reactions from patents (1976-2016). Task: Predict the reactants needed to synthesize the given product. (1) The reactants are: [OH:1][CH2:2][CH2:3][C:4]#[CH:5].N1C=CN=C1.[Si:11](Cl)([C:14]([CH3:17])([CH3:16])[CH3:15])([CH3:13])[CH3:12]. Given the product [Si:11]([O:1][CH2:2][CH2:3][C:4]#[CH:5])([C:14]([CH3:17])([CH3:16])[CH3:15])([CH3:13])[CH3:12], predict the reactants needed to synthesize it. (2) Given the product [Cl:13][C:6]1[CH:5]=[CH:4][N:3]=[C:2]([CH2:14][CH3:15])[C:7]=1[C:8]([O:10][CH2:11][CH3:12])=[O:9], predict the reactants needed to synthesize it. The reactants are: Br[C:2]1[C:7]([C:8]([O:10][CH2:11][CH3:12])=[O:9])=[C:6]([Cl:13])[CH:5]=[CH:4][N:3]=1.[CH2:14]([Zn]CC)[CH3:15].O.Cl.